From a dataset of NCI-60 drug combinations with 297,098 pairs across 59 cell lines. Regression. Given two drug SMILES strings and cell line genomic features, predict the synergy score measuring deviation from expected non-interaction effect. (1) Drug 1: CC1=C(C=C(C=C1)NC2=NC=CC(=N2)N(C)C3=CC4=NN(C(=C4C=C3)C)C)S(=O)(=O)N.Cl. Drug 2: C1=NC(=NC(=O)N1C2C(C(C(O2)CO)O)O)N. Synergy scores: CSS=2.18, Synergy_ZIP=0.829, Synergy_Bliss=0.808, Synergy_Loewe=-4.16, Synergy_HSA=-1.58. Cell line: NCI/ADR-RES. (2) Drug 1: CN1C(=O)N2C=NC(=C2N=N1)C(=O)N. Drug 2: CC=C1C(=O)NC(C(=O)OC2CC(=O)NC(C(=O)NC(CSSCCC=C2)C(=O)N1)C(C)C)C(C)C. Cell line: IGROV1. Synergy scores: CSS=53.7, Synergy_ZIP=-0.768, Synergy_Bliss=-1.65, Synergy_Loewe=-53.3, Synergy_HSA=-2.04. (3) Drug 1: C1=CC(=CC=C1C#N)C(C2=CC=C(C=C2)C#N)N3C=NC=N3. Drug 2: CNC(=O)C1=NC=CC(=C1)OC2=CC=C(C=C2)NC(=O)NC3=CC(=C(C=C3)Cl)C(F)(F)F. Cell line: SF-268. Synergy scores: CSS=1.13, Synergy_ZIP=1.57, Synergy_Bliss=1.51, Synergy_Loewe=-1.37, Synergy_HSA=-1.37.